The task is: Predict the product of the given reaction.. This data is from Forward reaction prediction with 1.9M reactions from USPTO patents (1976-2016). Given the reactants C(OC([N:6]1[CH2:11][CH2:10][N:9]([S:12](=[O:39])(=[O:38])[NH:13][CH2:14][CH2:15][O:16][C:17]2[CH:26]=[C:25]3[C:20]([CH2:21][CH2:22][N:23]=[C:24]3[C:27]3([C:31]4[CH:36]=[CH:35][C:34]([Cl:37])=[CH:33][CH:32]=4)[CH2:30][CH2:29][CH2:28]3)=[CH:19][CH:18]=2)[CH2:8][CH2:7]1)=O)C.[OH-].[K+].O, predict the reaction product. The product is: [Cl:37][C:34]1[CH:33]=[CH:32][C:31]([C:27]2([C:24]3[C:25]4[C:20](=[CH:19][CH:18]=[C:17]([O:16][CH2:15][CH2:14][NH:13][S:12]([N:9]5[CH2:10][CH2:11][NH:6][CH2:7][CH2:8]5)(=[O:38])=[O:39])[CH:26]=4)[CH2:21][CH2:22][N:23]=3)[CH2:30][CH2:29][CH2:28]2)=[CH:36][CH:35]=1.